From a dataset of Reaction yield outcomes from USPTO patents with 853,638 reactions. Predict the reaction yield, written as a fraction of the theoretical maximum amount of product (1.0 means a 100% yield; for example, 0.34 means a 34% yield). The reactants are [C:1]([O:12][CH3:13])(=[O:11])[C:2]1[CH:10]=[CH:9][C:5]([C:6]([O-:8])=O)=[CH:4][CH:3]=1.C(Cl)CCl.C1C=CC2N(O)N=NC=2C=1.[F:28][C:29]1[CH:35]=[CH:34][C:32]([NH2:33])=[CH:31][CH:30]=1. The catalyst is CN(C=O)C.O. The product is [F:28][C:29]1[CH:35]=[CH:34][C:32]([NH:33][C:6]([C:5]2[CH:4]=[CH:3][C:2]([C:1]([O:12][CH3:13])=[O:11])=[CH:10][CH:9]=2)=[O:8])=[CH:31][CH:30]=1. The yield is 0.980.